Predict the reactants needed to synthesize the given product. From a dataset of Full USPTO retrosynthesis dataset with 1.9M reactions from patents (1976-2016). (1) Given the product [Cl:10][C:11]1[CH:12]=[C:13]([CH:26]=[CH:27][C:28]=1[O:29][CH2:30][C:31]1[CH:36]=[CH:35][CH:34]=[C:33]([F:37])[CH:32]=1)[NH:14][C:15]1[C:24]2[C:19](=[CH:20][CH:21]=[CH:22][C:23]=2[O:9][CH2:8][CH2:7][N:4]2[CH2:5][CH2:6][O:1][CH2:2][CH2:3]2)[N:18]=[CH:17][N:16]=1, predict the reactants needed to synthesize it. The reactants are: [O:1]1[CH2:6][CH2:5][N:4]([CH2:7][CH2:8][OH:9])[CH2:3][CH2:2]1.[Cl:10][C:11]1[CH:12]=[C:13]([CH:26]=[CH:27][C:28]=1[O:29][CH2:30][C:31]1[CH:36]=[CH:35][CH:34]=[C:33]([F:37])[CH:32]=1)[NH:14][C:15]1[C:24]2[C:19](=[CH:20][CH:21]=[CH:22][C:23]=2F)[N:18]=[CH:17][N:16]=1. (2) Given the product [N+:22]([C:25]1[CH:26]=[C:27]2[C:31](=[CH:32][CH:33]=1)[C:30](=[O:34])[N:29]([CH2:35][CH2:36][CH2:37][CH2:38][CH2:39][C:40]([NH:1][OH:2])=[O:41])[C:28]2=[O:43])([O-:24])=[O:23], predict the reactants needed to synthesize it. The reactants are: [NH2:1][OH:2].OC1C=CC2NN=NC=2N=1.C(N=C=NC(C)C)(C)C.[N+:22]([C:25]1[CH:26]=[C:27]2[C:31](=[CH:32][CH:33]=1)[C:30](=[O:34])[N:29]([CH2:35][CH2:36][CH2:37][CH2:38][CH2:39][C:40](O)=[O:41])[C:28]2=[O:43])([O-:24])=[O:23]. (3) The reactants are: C(N(C(C)C)CC)(C)C.[NH2:10][C:11]1[N:12]=[C:13]([CH3:27])[C:14]2[CH:20]=[C:19](Br)[C:18](=[O:22])[N:17]([CH:23]3[CH2:26][CH2:25][CH2:24]3)[C:15]=2[N:16]=1.[Si:28]([C:32]#[CH:33])([CH3:31])([CH3:30])[CH3:29]. Given the product [NH2:10][C:11]1[N:12]=[C:13]([CH3:27])[C:14]2[CH:20]=[C:19]([C:33]#[C:32][Si:28]([CH3:31])([CH3:30])[CH3:29])[C:18](=[O:22])[N:17]([CH:23]3[CH2:26][CH2:25][CH2:24]3)[C:15]=2[N:16]=1, predict the reactants needed to synthesize it.